This data is from CYP1A2 inhibition data for predicting drug metabolism from PubChem BioAssay. The task is: Regression/Classification. Given a drug SMILES string, predict its absorption, distribution, metabolism, or excretion properties. Task type varies by dataset: regression for continuous measurements (e.g., permeability, clearance, half-life) or binary classification for categorical outcomes (e.g., BBB penetration, CYP inhibition). Dataset: cyp1a2_veith. (1) The drug is CC(C)=NOCc1ccc(-c2cc(-c3ccccc3)no2)cc1. The result is 0 (non-inhibitor). (2) The compound is O=C(c1ccncc1)N1CCC2(CCN(Cc3nccs3)CC2)CC1. The result is 0 (non-inhibitor). (3) The drug is Cc1cccc(C)c1NC(=O)C(NC=O)c1ccccc1Cl. The result is 0 (non-inhibitor). (4) The molecule is CC1=CC(=O)CC(C)(C)[C@]1(O)/C=C\C(C)=C\C(=O)O. The result is 0 (non-inhibitor). (5) The result is 0 (non-inhibitor). The molecule is CS(=O)(=O)N1CCC2(CCCN(Cc3ccccc3)C2)CC1. (6) The molecule is CC(=O)Nc1cc(S(=O)(=O)Nc2ccccc2)c(C)cc1C. The result is 0 (non-inhibitor). (7) The molecule is COc1cc(/C=N\Nc2nc3ccccc3[nH]2)cc(OC)c1OC. The result is 1 (inhibitor).